From a dataset of Catalyst prediction with 721,799 reactions and 888 catalyst types from USPTO. Predict which catalyst facilitates the given reaction. Reactant: [CH:1]([O:3][CH2:4][CH3:5])=[CH2:2].C1(C)C=CC(S([O-])(=O)=O)=CC=1.[NH+]1C=CC=CC=1.[C:23]([O:26][CH:27]1[CH:39]=[CH:38][CH:37]([CH3:40])[CH:36]([C:41]([CH3:63])=[CH:42][CH:43]=[CH:44][CH:45]([CH3:62])[CH2:46][CH:47]2[O:61][CH:48]2[CH:49]([CH3:60])[CH:50]([O:53][C:54](=[O:59])[CH2:55][O:56][CH2:57][CH3:58])[CH2:51][CH3:52])[O:35][C:33](=[O:34])[CH2:32][CH:31]([O:64][Si:65]([C:68]([CH3:71])([CH3:70])[CH3:69])([CH3:67])[CH3:66])[CH2:30][CH2:29][C:28]1([OH:73])[CH3:72])(=[O:25])[CH3:24]. Product: [C:23]([O:26][CH:27]1[C:28]([O:73][CH:1]([O:3][CH2:4][CH3:5])[CH3:2])([CH3:72])[CH2:29][CH2:30][CH:31]([O:64][Si:65]([C:68]([CH3:69])([CH3:70])[CH3:71])([CH3:66])[CH3:67])[CH2:32][C:33]([O:35][CH:36](/[C:41](/[CH3:63])=[CH:42]/[CH:43]=[CH:44]/[CH:45]([CH3:62])[CH2:46][CH:47]2[O:61][CH:48]2[CH:49]([CH3:60])[CH:50]([O:53][C:54](=[O:59])[CH2:55][O:56][CH2:57][CH3:58])[CH2:51][CH3:52])[CH:37]([CH3:40])[CH:38]=[CH:39]1)=[O:34])(=[O:25])[CH3:24]. The catalyst class is: 96.